Dataset: NCI-60 drug combinations with 297,098 pairs across 59 cell lines. Task: Regression. Given two drug SMILES strings and cell line genomic features, predict the synergy score measuring deviation from expected non-interaction effect. (1) Drug 1: CC1=C(C=C(C=C1)NC2=NC=CC(=N2)N(C)C3=CC4=NN(C(=C4C=C3)C)C)S(=O)(=O)N.Cl. Drug 2: C1=C(C(=O)NC(=O)N1)N(CCCl)CCCl. Cell line: A549. Synergy scores: CSS=20.3, Synergy_ZIP=-0.637, Synergy_Bliss=0.134, Synergy_Loewe=-12.0, Synergy_HSA=-0.592. (2) Drug 1: CN(C)C1=NC(=NC(=N1)N(C)C)N(C)C. Drug 2: C1C(C(OC1N2C=C(C(=O)NC2=O)F)CO)O. Cell line: UACC-257. Synergy scores: CSS=10.4, Synergy_ZIP=-4.59, Synergy_Bliss=-7.49, Synergy_Loewe=-32.6, Synergy_HSA=-11.9. (3) Drug 1: CC1=C(C(CCC1)(C)C)C=CC(=CC=CC(=CC(=O)O)C)C. Drug 2: CCCCC(=O)OCC(=O)C1(CC(C2=C(C1)C(=C3C(=C2O)C(=O)C4=C(C3=O)C=CC=C4OC)O)OC5CC(C(C(O5)C)O)NC(=O)C(F)(F)F)O. Cell line: OVCAR-5. Synergy scores: CSS=36.8, Synergy_ZIP=2.31, Synergy_Bliss=5.19, Synergy_Loewe=-9.47, Synergy_HSA=5.05. (4) Drug 1: CC1C(C(CC(O1)OC2CC(CC3=C2C(=C4C(=C3O)C(=O)C5=C(C4=O)C(=CC=C5)OC)O)(C(=O)C)O)N)O.Cl. Drug 2: C1=CC(=CC=C1CCCC(=O)O)N(CCCl)CCCl. Cell line: NCIH23. Synergy scores: CSS=44.3, Synergy_ZIP=-10.2, Synergy_Bliss=-9.50, Synergy_Loewe=-7.39, Synergy_HSA=-5.67. (5) Drug 1: C1CC(=O)NC(=O)C1N2C(=O)C3=CC=CC=C3C2=O. Drug 2: C1CCC(C(C1)N)N.C(=O)(C(=O)[O-])[O-].[Pt+4]. Cell line: ACHN. Synergy scores: CSS=18.4, Synergy_ZIP=-13.9, Synergy_Bliss=-15.8, Synergy_Loewe=-35.6, Synergy_HSA=-12.8.